Task: Binary Classification. Given a drug SMILES string, predict its activity (active/inactive) in a high-throughput screening assay against a specified biological target.. Dataset: Tyrosyl-DNA phosphodiesterase HTS with 341,365 compounds (1) The compound is Clc1nc2c(cc(cc2nc1Cl)C)C. The result is 0 (inactive). (2) The drug is S(CC(=O)N(C1CCCCC1)C)c1[nH]c(c(Cc2ccccc2)c(=O)n1)C. The result is 0 (inactive). (3) The molecule is O=c1n(c2c(c(=O)n1Cc1ccc(cc1)C(=O)NCc1ccc(cc1)C)cccc2)CC(=O)Nc1c(cc(cc1C)C)C. The result is 0 (inactive). (4) The molecule is O=C(Nc1cc(c2nc3n(c2)cccc3)ccc1)c1nccnc1. The result is 0 (inactive).